This data is from Full USPTO retrosynthesis dataset with 1.9M reactions from patents (1976-2016). The task is: Predict the reactants needed to synthesize the given product. (1) The reactants are: C([O:4][C:5]1[CH:10]=[CH:9][C:8]([F:11])=[CH:7][C:6]=1[C:12]1[C:17]([Cl:18])=[CH:16][CH:15]=[CH:14][C:13]=1[Cl:19])C=C.[CH2:20]1[CH:29]2C(CCCC2)CC[CH2:21]1. Given the product [CH2:29]([C:10]1[CH:9]=[C:8]([F:11])[CH:7]=[C:6]([C:12]2[C:13]([Cl:19])=[CH:14][CH:15]=[CH:16][C:17]=2[Cl:18])[C:5]=1[OH:4])[CH:20]=[CH2:21], predict the reactants needed to synthesize it. (2) Given the product [CH:18]1([NH:17][C:13]2[N:12]=[C:11]([C:10]3[C:9]([C:21]4[CH:22]=[CH:23][C:24]([O:27][CH3:28])=[CH:25][CH:26]=4)=[N:8][N:7]4[C:2]([NH:33][CH2:32][CH2:31][O:30][CH3:29])=[CH:3][CH:4]=[CH:5][C:6]=34)[CH:16]=[CH:15][N:14]=2)[CH2:19][CH2:20]1, predict the reactants needed to synthesize it. The reactants are: Cl[C:2]1[N:7]2[N:8]=[C:9]([C:21]3[CH:26]=[CH:25][C:24]([O:27][CH3:28])=[CH:23][CH:22]=3)[C:10]([C:11]3[CH:16]=[CH:15][N:14]=[C:13]([NH:17][CH:18]4[CH2:20][CH2:19]4)[N:12]=3)=[C:6]2[CH:5]=[CH:4][CH:3]=1.[CH3:29][O:30][CH2:31][CH2:32][NH2:33].